This data is from NCI-60 drug combinations with 297,098 pairs across 59 cell lines. The task is: Regression. Given two drug SMILES strings and cell line genomic features, predict the synergy score measuring deviation from expected non-interaction effect. (1) Drug 1: C1=NC2=C(N=C(N=C2N1C3C(C(C(O3)CO)O)O)F)N. Drug 2: CCN(CC)CCCC(C)NC1=C2C=C(C=CC2=NC3=C1C=CC(=C3)Cl)OC. Cell line: HT29. Synergy scores: CSS=24.9, Synergy_ZIP=7.28, Synergy_Bliss=1.50, Synergy_Loewe=-23.2, Synergy_HSA=-0.0509. (2) Drug 1: C1=CN(C(=O)N=C1N)C2C(C(C(O2)CO)O)O.Cl. Drug 2: C1CNP(=O)(OC1)N(CCCl)CCCl. Cell line: NCI-H460. Synergy scores: CSS=42.8, Synergy_ZIP=1.60, Synergy_Bliss=2.37, Synergy_Loewe=-49.1, Synergy_HSA=1.21.